This data is from Forward reaction prediction with 1.9M reactions from USPTO patents (1976-2016). The task is: Predict the product of the given reaction. (1) Given the reactants C[O:2][C:3](=[O:27])[CH2:4][C:5]1[CH:10]=[CH:9][C:8]([C:11]#[C:12][C:13]2[CH:22]=[CH:21][C:20]3[C:19](=[O:23])[CH2:18][CH2:17][C:16]([CH3:25])([CH3:24])[C:15]=3[CH:14]=2)=[CH:7][C:6]=1[F:26].CO.O1CCCC1.O.[OH-].[Li+], predict the reaction product. The product is: [F:26][C:6]1[CH:7]=[C:8]([C:11]#[C:12][C:13]2[CH:22]=[CH:21][C:20]3[C:19](=[O:23])[CH2:18][CH2:17][C:16]([CH3:25])([CH3:24])[C:15]=3[CH:14]=2)[CH:9]=[CH:10][C:5]=1[CH2:4][C:3]([OH:27])=[O:2]. (2) Given the reactants [CH:1]([S:4]([C:7]1[CH:12]=[CH:11][C:10]([C:13]2[N:14]=[C:15]3[C:21]([N:22]4[CH2:30][C:29]5[C:24](=[CH:25][CH:26]=[C:27]([C:31]#[N:32])[CH:28]=5)[C:23]4=[O:33])=[CH:20][N:19]([C:34]([C:47]4[CH:52]=[CH:51][CH:50]=[CH:49][CH:48]=4)([C:41]4[CH:46]=[CH:45][CH:44]=[CH:43][CH:42]=4)[C:35]4[CH:40]=[CH:39][CH:38]=[CH:37][CH:36]=4)[C:16]3=[N:17][CH:18]=2)=[CH:9][CH:8]=1)(=[O:6])=[O:5])([CH3:3])[CH3:2].[BH4-].[Na+].O, predict the reaction product. The product is: [NH2:32][CH2:31][C:27]1[CH:28]=[C:29]2[C:24](=[CH:25][CH:26]=1)[C:23](=[O:33])[N:22]([C:21]1[C:15]3[C:16](=[N:17][CH:18]=[C:13]([C:10]4[CH:9]=[CH:8][C:7]([S:4]([CH:1]([CH3:3])[CH3:2])(=[O:6])=[O:5])=[CH:12][CH:11]=4)[N:14]=3)[N:19]([C:34]([C:47]3[CH:48]=[CH:49][CH:50]=[CH:51][CH:52]=3)([C:35]3[CH:36]=[CH:37][CH:38]=[CH:39][CH:40]=3)[C:41]3[CH:46]=[CH:45][CH:44]=[CH:43][CH:42]=3)[CH:20]=1)[CH2:30]2.